Dataset: Catalyst prediction with 721,799 reactions and 888 catalyst types from USPTO. Task: Predict which catalyst facilitates the given reaction. (1) Reactant: [CH3:1][S:2]([C:5]1[CH:10]=[CH:9][C:8]([N:11]2[CH2:16][CH2:15][N:14]([CH2:17][CH2:18][CH:19]3[CH2:24][CH2:23][NH:22][CH2:21][CH2:20]3)[CH2:13][CH2:12]2)=[CH:7][CH:6]=1)(=[O:4])=[O:3].C1CCN2C(=NCCC2)CC1.Cl[C:37]1[N:42]=[CH:41][C:40]([CH3:43])=[CH:39][N:38]=1. Product: [CH3:1][S:2]([C:5]1[CH:10]=[CH:9][C:8]([N:11]2[CH2:12][CH2:13][N:14]([CH2:17][CH2:18][CH:19]3[CH2:24][CH2:23][N:22]([C:37]4[N:42]=[CH:41][C:40]([CH3:43])=[CH:39][N:38]=4)[CH2:21][CH2:20]3)[CH2:15][CH2:16]2)=[CH:7][CH:6]=1)(=[O:4])=[O:3]. The catalyst class is: 12. (2) Reactant: [Cl:1][C:2]1[CH:7]=[CH:6][C:5]([NH:8][C:9]([CH:11]2[CH2:16][N:15](C(OC(C)(C)C)=O)[CH2:14][C:13]([O:26][CH3:27])([O:24][CH3:25])[CH2:12]2)=[O:10])=[CH:4][CH:3]=1.FC(F)(F)C(O)=O. Product: [Cl:1][C:2]1[CH:3]=[CH:4][C:5]([NH:8][C:9]([CH:11]2[CH2:12][C:13]([O:24][CH3:25])([O:26][CH3:27])[CH2:14][NH:15][CH2:16]2)=[O:10])=[CH:6][CH:7]=1. The catalyst class is: 4. (3) Reactant: [C:1](Cl)(=[O:4])[CH:2]=[CH2:3].[Cl:6][C:7]1[C:8]([C:34]2[CH:35]=[N:36][N:37]3[CH:42]=[CH:41][CH:40]=[CH:39][C:38]=23)=[N:9][C:10]([NH:13][C:14]2[CH:15]=[C:16]([NH2:33])[C:17]([N:22]([CH3:32])[CH2:23][CH2:24][N:25]3[CH2:30][CH2:29][N:28]([CH3:31])[CH2:27][CH2:26]3)=[CH:18][C:19]=2[O:20][CH3:21])=[N:11][CH:12]=1. Product: [Cl:6][C:7]1[C:8]([C:34]2[CH:35]=[N:36][N:37]3[CH:42]=[CH:41][CH:40]=[CH:39][C:38]=23)=[N:9][C:10]([NH:13][C:14]2[C:19]([O:20][CH3:21])=[CH:18][C:17]([N:22]([CH3:32])[CH2:23][CH2:24][N:25]3[CH2:30][CH2:29][N:28]([CH3:31])[CH2:27][CH2:26]3)=[C:16]([NH:33][C:1](=[O:4])[CH:2]=[CH2:3])[CH:15]=2)=[N:11][CH:12]=1. The catalyst class is: 2. (4) Reactant: [F:1][CH:2]([F:10])[C:3]([OH:9])=[CH:4][C:5]([O:7][CH3:8])=[O:6]. The catalyst class is: 5. Product: [F:1][CH:2]([F:10])[C:3](=[O:9])[CH2:4][C:5]([O:7][CH3:8])=[O:6]. (5) Reactant: [F:1][C:2]1[CH:7]=[C:6]([CH3:8])[C:5]([F:9])=[CH:4][C:3]=1[C:10](=[O:12])[CH3:11].N1C(C)=CC=CC=1C.FC(F)(F)S(O[Si](C)(C)C)(=O)=O.[Br:33]N1C(=O)CCC1=O. Product: [Br:33][CH2:11][C:10]([C:3]1[CH:4]=[C:5]([F:9])[C:6]([CH3:8])=[CH:7][C:2]=1[F:1])=[O:12]. The catalyst class is: 408. (6) Reactant: [Br:1][C:2]1[CH:9]=[CH:8][C:5]([CH:6]=O)=[C:4]([C:10]([F:13])([F:12])[F:11])[CH:3]=1.[NH2:14][OH:15]. Product: [Br:1][C:2]1[CH:9]=[CH:8][C:5]([CH:6]=[N:14][OH:15])=[C:4]([C:10]([F:13])([F:12])[F:11])[CH:3]=1. The catalyst class is: 14.